Dataset: Reaction yield outcomes from USPTO patents with 853,638 reactions. Task: Predict the reaction yield, written as a fraction of the theoretical maximum amount of product (1.0 means a 100% yield; for example, 0.34 means a 34% yield). (1) The reactants are [Si:1]([O:8][CH2:9][CH:10]1[CH2:19][C:18]2[C:13](=[CH:14][CH:15]=[CH:16][CH:17]=2)[N:12]([C:20]2[C:24]3[CH2:25][N:26]([C:29](=[O:31])[CH3:30])[CH2:27][CH2:28][C:23]=3[N:22]([C@H:32]3[CH2:36][CH2:35][O:34][CH2:33]3)[N:21]=2)[CH2:11]1)([C:4]([CH3:7])([CH3:6])[CH3:5])([CH3:3])[CH3:2].[Br:37]N1C(=O)CCC1=O. The catalyst is C(Cl)Cl. The product is [Br:37][C:16]1[CH:17]=[C:18]2[C:13](=[CH:14][CH:15]=1)[N:12]([C:20]1[C:24]3[CH2:25][N:26]([C:29](=[O:31])[CH3:30])[CH2:27][CH2:28][C:23]=3[N:22]([C@H:32]3[CH2:36][CH2:35][O:34][CH2:33]3)[N:21]=1)[CH2:11][CH:10]([CH2:9][O:8][Si:1]([C:4]([CH3:6])([CH3:7])[CH3:5])([CH3:2])[CH3:3])[CH2:19]2. The yield is 0.840. (2) The reactants are [C:1]([C:5]1[NH:6][C:7]2[C:12]([CH:13]=1)=[C:11]([F:14])[C:10]([N+:15]([O-])=O)=[CH:9][CH:8]=2)([CH3:4])([CH3:3])[CH3:2].[BH4-].[Na+].O. The catalyst is CO.Cl[Ni]Cl. The product is [C:1]([C:5]1[NH:6][C:7]2[C:12]([CH:13]=1)=[C:11]([F:14])[C:10]([NH2:15])=[CH:9][CH:8]=2)([CH3:4])([CH3:2])[CH3:3]. The yield is 0.500.